From a dataset of Orexin1 receptor HTS with 218,158 compounds and 233 confirmed actives. Binary Classification. Given a drug SMILES string, predict its activity (active/inactive) in a high-throughput screening assay against a specified biological target. (1) The molecule is Clc1ccc(/C=C(/NC(=O)c2occc2)C(=O)NCc2occc2)cc1. The result is 0 (inactive). (2) The compound is Clc1ccc(n2nc3c(CS(=O)(=O)C3)c2NC(=O)c2c(OC)c(OC)ccc2)cc1. The result is 0 (inactive).